Dataset: NCI-60 drug combinations with 297,098 pairs across 59 cell lines. Task: Regression. Given two drug SMILES strings and cell line genomic features, predict the synergy score measuring deviation from expected non-interaction effect. (1) Drug 1: CCC(=C(C1=CC=CC=C1)C2=CC=C(C=C2)OCCN(C)C)C3=CC=CC=C3.C(C(=O)O)C(CC(=O)O)(C(=O)O)O. Drug 2: C1CC(=O)NC(=O)C1N2C(=O)C3=CC=CC=C3C2=O. Cell line: UACC-257. Synergy scores: CSS=16.4, Synergy_ZIP=-3.23, Synergy_Bliss=-1.52, Synergy_Loewe=-12.8, Synergy_HSA=-2.54. (2) Drug 1: C1CCC(CC1)NC(=O)N(CCCl)N=O. Drug 2: CC(C1=C(C=CC(=C1Cl)F)Cl)OC2=C(N=CC(=C2)C3=CN(N=C3)C4CCNCC4)N. Cell line: MDA-MB-435. Synergy scores: CSS=1.46, Synergy_ZIP=-3.82, Synergy_Bliss=-7.99, Synergy_Loewe=-21.4, Synergy_HSA=-12.1. (3) Drug 1: COC1=CC(=CC(=C1O)OC)C2C3C(COC3=O)C(C4=CC5=C(C=C24)OCO5)OC6C(C(C7C(O6)COC(O7)C8=CC=CS8)O)O. Drug 2: C1=CN(C=N1)CC(O)(P(=O)(O)O)P(=O)(O)O. Cell line: CCRF-CEM. Synergy scores: CSS=-2.92, Synergy_ZIP=-27.5, Synergy_Bliss=-58.1, Synergy_Loewe=-90.9, Synergy_HSA=-57.9. (4) Drug 1: CC1=C(C=C(C=C1)NC2=NC=CC(=N2)N(C)C3=CC4=NN(C(=C4C=C3)C)C)S(=O)(=O)N.Cl. Drug 2: COCCOC1=C(C=C2C(=C1)C(=NC=N2)NC3=CC=CC(=C3)C#C)OCCOC.Cl. Cell line: CAKI-1. Synergy scores: CSS=34.0, Synergy_ZIP=-4.73, Synergy_Bliss=1.58, Synergy_Loewe=6.48, Synergy_HSA=7.51. (5) Drug 1: CC1=C(N=C(N=C1N)C(CC(=O)N)NCC(C(=O)N)N)C(=O)NC(C(C2=CN=CN2)OC3C(C(C(C(O3)CO)O)O)OC4C(C(C(C(O4)CO)O)OC(=O)N)O)C(=O)NC(C)C(C(C)C(=O)NC(C(C)O)C(=O)NCCC5=NC(=CS5)C6=NC(=CS6)C(=O)NCCC[S+](C)C)O. Drug 2: C1C(C(OC1N2C=NC(=NC2=O)N)CO)O. Cell line: MOLT-4. Synergy scores: CSS=59.8, Synergy_ZIP=1.98, Synergy_Bliss=2.03, Synergy_Loewe=5.77, Synergy_HSA=8.56.